From a dataset of NCI-60 drug combinations with 297,098 pairs across 59 cell lines. Regression. Given two drug SMILES strings and cell line genomic features, predict the synergy score measuring deviation from expected non-interaction effect. (1) Drug 1: CC1OCC2C(O1)C(C(C(O2)OC3C4COC(=O)C4C(C5=CC6=C(C=C35)OCO6)C7=CC(=C(C(=C7)OC)O)OC)O)O. Drug 2: CC=C1C(=O)NC(C(=O)OC2CC(=O)NC(C(=O)NC(CSSCCC=C2)C(=O)N1)C(C)C)C(C)C. Cell line: T-47D. Synergy scores: CSS=43.4, Synergy_ZIP=1.18, Synergy_Bliss=5.40, Synergy_Loewe=4.65, Synergy_HSA=7.85. (2) Drug 1: CN(C)N=NC1=C(NC=N1)C(=O)N. Drug 2: C1=NC2=C(N=C(N=C2N1C3C(C(C(O3)CO)O)O)F)N. Cell line: OVCAR3. Synergy scores: CSS=4.96, Synergy_ZIP=-1.63, Synergy_Bliss=0.722, Synergy_Loewe=-0.716, Synergy_HSA=-0.232. (3) Drug 1: CC12CCC(CC1=CCC3C2CCC4(C3CC=C4C5=CN=CC=C5)C)O. Drug 2: C1CCC(C(C1)N)N.C(=O)(C(=O)[O-])[O-].[Pt+4]. Cell line: IGROV1. Synergy scores: CSS=23.3, Synergy_ZIP=-3.61, Synergy_Bliss=2.93, Synergy_Loewe=-23.9, Synergy_HSA=4.26. (4) Drug 1: C1CC(C1)(C(=O)O)C(=O)O.[NH2-].[NH2-].[Pt+2]. Drug 2: CC1C(C(CC(O1)OC2CC(CC3=C2C(=C4C(=C3O)C(=O)C5=CC=CC=C5C4=O)O)(C(=O)C)O)N)O. Synergy scores: CSS=48.5, Synergy_ZIP=-0.549, Synergy_Bliss=-1.12, Synergy_Loewe=-21.3, Synergy_HSA=1.61. Cell line: HOP-62. (5) Drug 1: CN(C(=O)NC(C=O)C(C(C(CO)O)O)O)N=O. Drug 2: COC1=C2C(=CC3=C1OC=C3)C=CC(=O)O2. Cell line: UACC-257. Synergy scores: CSS=-1.11, Synergy_ZIP=-0.229, Synergy_Bliss=-2.41, Synergy_Loewe=-2.76, Synergy_HSA=-3.45. (6) Drug 1: CCN(CC)CCNC(=O)C1=C(NC(=C1C)C=C2C3=C(C=CC(=C3)F)NC2=O)C. Drug 2: CN1C2=C(C=C(C=C2)N(CCCl)CCCl)N=C1CCCC(=O)O.Cl. Cell line: A549. Synergy scores: CSS=-1.78, Synergy_ZIP=1.48, Synergy_Bliss=2.27, Synergy_Loewe=-2.60, Synergy_HSA=-0.883. (7) Drug 1: C1CCN(CC1)CCOC2=CC=C(C=C2)C(=O)C3=C(SC4=C3C=CC(=C4)O)C5=CC=C(C=C5)O. Drug 2: C1=CC=C(C=C1)NC(=O)CCCCCCC(=O)NO. Cell line: IGROV1. Synergy scores: CSS=0.206, Synergy_ZIP=-1.30, Synergy_Bliss=-0.424, Synergy_Loewe=-9.33, Synergy_HSA=-2.88.